From a dataset of Reaction yield outcomes from USPTO patents with 853,638 reactions. Predict the reaction yield, written as a fraction of the theoretical maximum amount of product (1.0 means a 100% yield; for example, 0.34 means a 34% yield). (1) The reactants are [C:1]1([C:7]2[N:12]=[C:11]([C:13]([O:15][CH3:16])=[O:14])[CH:10]=[CH:9][CH:8]=2)[CH:6]=[CH:5][CH:4]=[CH:3][CH:2]=1.ClC1C=CC=C(C(OO)=[O:25])C=1.S([O-])([O-])(=O)=S.[Na+].[Na+]. The catalyst is ClCCl. The product is [C:1]1([C:7]2[CH:8]=[CH:9][CH:10]=[C:11]([C:13]([O:15][CH3:16])=[O:14])[N+:12]=2[O-:25])[CH:2]=[CH:3][CH:4]=[CH:5][CH:6]=1. The yield is 0.100. (2) The reactants are [F:1][C:2]1[CH:7]=[C:6]([F:8])[CH:5]=[CH:4][C:3]=1[S:9]([NH:12][C:13]1[C:14]([O:29][CH3:30])=[N:15][CH:16]=[C:17]([C:19]2[CH:20]=[CH:21][C:22]3[N:23]([C:25](I)=[CH:26][N:27]=3)[CH:24]=2)[CH:18]=1)(=[O:11])=[O:10].CCN(CC)CC.[CH3:38][C:39]([OH:43])([C:41]#[CH:42])[CH3:40]. The catalyst is CN(C=O)C.Cl[Pd](Cl)([P](C1C=CC=CC=1)(C1C=CC=CC=1)C1C=CC=CC=1)[P](C1C=CC=CC=1)(C1C=CC=CC=1)C1C=CC=CC=1.[Cu]I. The product is [F:1][C:2]1[CH:7]=[C:6]([F:8])[CH:5]=[CH:4][C:3]=1[S:9]([NH:12][C:13]1[C:14]([O:29][CH3:30])=[N:15][CH:16]=[C:17]([C:19]2[CH:20]=[CH:21][C:22]3[N:23]([C:25]([C:42]#[C:41][C:39]([OH:43])([CH3:40])[CH3:38])=[CH:26][N:27]=3)[CH:24]=2)[CH:18]=1)(=[O:11])=[O:10]. The yield is 0.400. (3) The reactants are [N:1]1([C:7]2[CH:12]=[CH:11][N:10]=[C:9]3[NH:13][CH:14]=[C:15]([NH:16][C:17](=[O:24])[C:18]4[CH:23]=[CH:22][CH:21]=[N:20][CH:19]=4)[C:8]=23)[CH2:6][CH2:5][NH:4][CH2:3][CH2:2]1.[C:25]([O:29][C:30]([NH:32][CH2:33][C:34](O)=[O:35])=[O:31])([CH3:28])([CH3:27])[CH3:26].C1C=CC2N(O)N=NC=2C=1.O.CCN=C=NCCCN(C)C.CCN(C(C)C)C(C)C. The catalyst is C(Cl)Cl. The product is [C:17]([NH:16][C:15]1[C:8]2[C:9](=[N:10][CH:11]=[CH:12][C:7]=2[N:1]2[CH2:2][CH2:3][N:4]([C:34](=[O:35])[CH2:33][NH:32][C:30](=[O:31])[O:29][C:25]([CH3:26])([CH3:27])[CH3:28])[CH2:5][CH2:6]2)[NH:13][CH:14]=1)(=[O:24])[C:18]1[CH:23]=[CH:22][CH:21]=[N:20][CH:19]=1. The yield is 0.468. (4) The reactants are [CH2:1]([N:8]1[CH2:13][CH:12]=[C:11]([CH3:14])[CH2:10][CH2:9]1)[C:2]1[CH:7]=[CH:6][CH:5]=[CH:4][CH:3]=1.[BH4-].[Na+].B(F)(F)F.CC[O:23]CC.[OH-].[Na+].OO.Cl. The catalyst is C1COCC1.O. The product is [CH2:1]([N:8]1[CH2:9][CH2:10][CH:11]([CH3:14])[CH:12]([OH:23])[CH2:13]1)[C:2]1[CH:7]=[CH:6][CH:5]=[CH:4][CH:3]=1. The yield is 0.790. (5) The reactants are [CH2:1]([O:3][C:4]([C:6]1[NH:7][C:8]([CH:11]=NO)=[CH:9][CH:10]=1)=[O:5])[CH3:2].C(OC(=O)C)(=[O:16])C. No catalyst specified. The product is [CH2:1]([O:3][C:4]([C:6]1[NH:7][C:8]([CH:11]=[O:16])=[CH:9][CH:10]=1)=[O:5])[CH3:2]. The yield is 0.580.